Dataset: Catalyst prediction with 721,799 reactions and 888 catalyst types from USPTO. Task: Predict which catalyst facilitates the given reaction. (1) Reactant: [CH3:1][C:2]1[CH:3]=[N:4][O:5][C:6]=1[C:7]1[CH:8]=[N:9][NH:10][C:11]=1[NH2:12].[CH2:13]([N:15]1[C:23]2[C:18](=[CH:19][C:20]([C:24](=O)[CH2:25][C:26](OCC)=[O:27])=[CH:21][CH:22]=2)[CH:17]=[N:16]1)[CH3:14].CC1C=CC(S(O)(=O)=O)=CC=1. Product: [CH2:13]([N:15]1[C:23]2[C:18](=[CH:19][C:20]([C:24]3[NH:12][C:11]4[N:10]([N:9]=[CH:8][C:7]=4[C:6]4[O:5][N:4]=[CH:3][C:2]=4[CH3:1])[C:26](=[O:27])[CH:25]=3)=[CH:21][CH:22]=2)[CH:17]=[N:16]1)[CH3:14]. The catalyst class is: 114. (2) Reactant: [Br:1][C:2]1[C:11]([Br:12])=[C:10]([N+:13]([O-])=O)[C:9]2[N:16]=[C:17]([Cl:18])[N:7]3[C:8]=2[C:3]=1[CH2:4][CH2:5][CH2:6]3.Cl[Sn]Cl. Product: [Br:1][C:2]1[C:11]([Br:12])=[C:10]([NH2:13])[C:9]2[N:16]=[C:17]([Cl:18])[N:7]3[C:8]=2[C:3]=1[CH2:4][CH2:5][CH2:6]3. The catalyst class is: 33. (3) Reactant: C([O:3][C:4](=O)[C:5]([C:8]1[CH:9]=[CH:10][C:11]2[O:15][CH:14]=[CH:13][C:12]=2[CH:16]=1)([F:7])[F:6])C.[NH2:18][NH2:19]. Product: [O:15]1[C:11]2[CH:10]=[CH:9][C:8]([C:5]([F:7])([F:6])[C:4]([NH:18][NH2:19])=[O:3])=[CH:16][C:12]=2[CH:13]=[CH:14]1. The catalyst class is: 5. (4) Reactant: [CH3:1][O:2][C:3]1[CH:8]=[CH:7][N:6]=[C:5]([NH2:9])[N:4]=1.[N+:10]([C:12]1[CH:21]=[CH:20][C:15]2[O:16][CH2:17][CH2:18][O:19][C:14]=2[CH:13]=1)#[C-:11].[F:22][C:23]1[CH:30]=[C:29]([O:31][CH2:32][CH2:33][F:34])[CH:28]=[C:27]([F:35])[C:24]=1[CH:25]=O.[Cl-].[In+3].[Cl-].[Cl-]. Product: [F:22][C:23]1[CH:30]=[C:29]([O:31][CH2:32][CH2:33][F:34])[CH:28]=[C:27]([F:35])[C:24]=1[C:25]1[N:9]=[C:5]2[N:6]=[CH:7][CH:8]=[C:3]([O:2][CH3:1])[N:4]2[C:11]=1[NH:10][C:12]1[CH:21]=[CH:20][C:15]2[O:16][CH2:17][CH2:18][O:19][C:14]=2[CH:13]=1. The catalyst class is: 11. (5) Reactant: [CH:1]([S:4][C:5]1[C:6]([CH:11]2[CH:15]([C:16]([O:18][CH2:19][CH3:20])=[O:17])[CH2:14][CH2:13][NH:12]2)=[N:7][CH:8]=[CH:9][CH:10]=1)([CH3:3])[CH3:2].CCN(CC)CC.[C:28](O[C:28]([O:30][C:31]([CH3:34])([CH3:33])[CH3:32])=[O:29])([O:30][C:31]([CH3:34])([CH3:33])[CH3:32])=[O:29]. Product: [CH:1]([S:4][C:5]1[C:6]([C@H:11]2[C@H:15]([C:16]([O:18][CH2:19][CH3:20])=[O:17])[CH2:14][CH2:13][N:12]2[C:28]([O:30][C:31]([CH3:34])([CH3:33])[CH3:32])=[O:29])=[N:7][CH:8]=[CH:9][CH:10]=1)([CH3:3])[CH3:2]. The catalyst class is: 1. (6) Reactant: FC(F)(F)C(OCC1C=CC=CC=1)=O.[NH2:15][C:16]1[CH:21]=[CH:20][N:19]=[CH:18][CH:17]=1.[Li+].C[Si]([N-][Si](C)(C)C)(C)C.CS([C:35]1[N:40]=[C:39]([C:41]2[C:42]([C:48]([F:51])([F:50])[F:49])=[N:43][C:44]([NH2:47])=[N:45][CH:46]=2)[CH:38]=[CH:37][N:36]=1)=O. Product: [N:19]1[CH:20]=[CH:21][C:16]([NH:15][C:35]2[N:40]=[C:39]([C:41]3[C:42]([C:48]([F:49])([F:51])[F:50])=[N:43][C:44]([NH2:47])=[N:45][CH:46]=3)[CH:38]=[CH:37][N:36]=2)=[CH:17][CH:18]=1. The catalyst class is: 1. (7) Reactant: [CH3:1][N:2]1[C:6]([S:7][C:8]2[C:17](=[O:18])[C:16]3[C:11](=[CH:12][CH:13]=[CH:14][CH:15]=3)/[C:10](=[N:19]/[S:20]([C:23]3[S:24][CH:25]=[CH:26][CH:27]=3)(=[O:22])=[O:21])/[CH:9]=2)=[N:5][N:4]=[N:3]1.S(S([O-])=O)([O-])=O.[Na+].[Na+].O. Product: [OH:18][C:17]1[C:16]2[C:11](=[CH:12][CH:13]=[CH:14][CH:15]=2)[C:10]([NH:19][S:20]([C:23]2[S:24][CH:25]=[CH:26][CH:27]=2)(=[O:22])=[O:21])=[CH:9][C:8]=1[S:7][C:6]1[N:2]([CH3:1])[N:3]=[N:4][N:5]=1. The catalyst class is: 13.